From a dataset of Experimentally validated miRNA-target interactions with 360,000+ pairs, plus equal number of negative samples. Binary Classification. Given a miRNA mature sequence and a target amino acid sequence, predict their likelihood of interaction. (1) The miRNA is hsa-miR-330-3p with sequence GCAAAGCACACGGCCUGCAGAGA. The protein sequence of the target gene is MRRLTRRLVLPVFGVLWITVLLFFWVTKRKLEVPTGPEVQTPKPSDADWDDLWDQFDERRYLNAKKWRVGDDPYKLYAFNQRESERISSNRAIPDTRHLRCTLLVYCTDLPPTSIIITFHNEARSTLLRTIRSVLNRTPTHLIREIILVDDFSNDPDDCKQLIKLPKVKCLRNNERQGLVRSRIRGADIAQGTTLTFLDSHCEVNRDWLQPLLHRVKEDYTRVVCPVIDIINLDTFTYIESASELRGGFDWSLHFQWEQLSPEQKARRLDPTEPIRTPIIAGGLFVIDKAWFDYLGKYDM.... Result: 0 (no interaction). (2) The miRNA is mmu-miR-377-3p with sequence AUCACACAAAGGCAACUUUUGU. The protein sequence of the target gene is MLSRLGALLQEAVGAREPSIDLLQAFVEHWKGITHYYIESTDENTPAKKTDIPWRLKQMLDILVYEEKQQASSGEAGPCLEYLLQHKILETLCTLGKAEYPPGMRQQVFQFFSKVLSQVQHPLLHYLSVHRPVQKLLRLGGTVPGSLTEKEEVQFTSVLCSKIQQDPELLAYILEGKKIIGKKKTARESTAPPKDIAGYRDKDCPHSDALNRDPGLDKEHCGVPALSIHLPAETEGPENGPGESNLITSLLGLCKSKKSRLALKAQENILLLVSVASPAAATYLTQSTSCCMAIAEHLCQ.... Result: 1 (interaction). (3) The miRNA is hsa-miR-4727-5p with sequence AUCUGCCAGCUUCCACAGUGG. The protein sequence of the target gene is MAALYACTKCHQRFPFEALSQGQQLCKECRIAHPVVKCTYCRTEYQQESKTNTICKKCAQNVQLYGTPKPCQYCNIIAAFIGNKCQRCTNSEKKYGPPYSCEQCKQQCAFDRKDDRKKVDGKLLCWLCTLSYKRVLQKTKEQRKHLSSSSRGSHQEKEQYSRLSGGSHYNSQKTLSTSSIQNEIPKKKSKFESITTNGDSFSPDLALDSPGTDHFVIIAQLKEEVATLKKMLHQKDQMILEKEKKITELKADFQYQESQTRAKMNQMEKTHKEVTEQLQAKNRELLKQAAALSKSKKSEK.... Result: 0 (no interaction).